Dataset: Forward reaction prediction with 1.9M reactions from USPTO patents (1976-2016). Task: Predict the product of the given reaction. Given the reactants COCCO[AlH2-]OCCOC.[Na+].[NH:13]1[C:17]2[CH:18]=[CH:19][CH:20]=[CH:21][C:16]=2[N:15]=[C:14]1[CH2:22][CH2:23][CH2:24][N:25]([CH3:43])[C:26](=O)[CH2:27][C:28]1([OH:41])[CH2:33][CH:32]2[CH2:34][CH2:35][CH:29]1[CH:30]=[C:31]2[C:36]1[S:37][CH:38]=[CH:39][CH:40]=1.[OH-].[Na+], predict the reaction product. The product is: [NH:13]1[C:17]2[CH:18]=[CH:19][CH:20]=[CH:21][C:16]=2[N:15]=[C:14]1[CH2:22][CH2:23][CH2:24][N:25]([CH3:43])[CH2:26][CH2:27][C:28]1([OH:41])[CH2:33][CH:32]2[CH2:34][CH2:35][CH:29]1[CH:30]=[C:31]2[C:36]1[S:37][CH:38]=[CH:39][CH:40]=1.